Dataset: Forward reaction prediction with 1.9M reactions from USPTO patents (1976-2016). Task: Predict the product of the given reaction. (1) Given the reactants C([O:3][C:4]([C:6]1[NH:7][C:8]2[C:13]([CH:14]=1)=[CH:12][CH:11]=[C:10]([O:15][CH3:16])[CH:9]=2)=[O:5])C.[OH-].[Li+].Cl, predict the reaction product. The product is: [CH3:16][O:15][C:10]1[CH:9]=[C:8]2[C:13]([CH:14]=[C:6]([C:4]([OH:5])=[O:3])[NH:7]2)=[CH:12][CH:11]=1. (2) Given the reactants C(O)(C(F)(F)F)=O.C(O[C:13]([N:15](C)[C@H:16]1[C:24]2[C:19](=[CH:20][CH:21]=[C:22]([C:25]([O:27][CH3:28])=[O:26])[CH:23]=2)[CH2:18][CH2:17]1)=O)(C)(C)C, predict the reaction product. The product is: [CH3:13][NH:15][C@H:16]1[C:24]2[C:19](=[CH:20][CH:21]=[C:22]([C:25]([O:27][CH3:28])=[O:26])[CH:23]=2)[CH2:18][CH2:17]1. (3) Given the reactants [H-].[Na+].[C:3]([CH2:5][C:6]([O:8][CH2:9][CH3:10])=[O:7])#[N:4].[Br:11][C:12]1[CH:17]=[C:16]([C:18]([F:21])([F:20])[F:19])[CH:15]=[C:14](F)[CH:13]=1.Cl, predict the reaction product. The product is: [Br:11][C:12]1[CH:13]=[C:14]([CH:5]([C:3]#[N:4])[C:6]([O:8][CH2:9][CH3:10])=[O:7])[CH:15]=[C:16]([C:18]([F:19])([F:20])[F:21])[CH:17]=1. (4) Given the reactants [CH:1]1([C:9]([N:11]2[CH2:16][CH2:15][N:14]([CH:17]3[CH2:20][CH2:19][CH2:18]3)[CH2:13][CH2:12]2)=[O:10])[C:3]2([CH2:8][CH2:7][NH:6][CH2:5][CH2:4]2)[CH2:2]1.Br[C:22]1[CH:27]=[CH:26][C:25]([CH3:28])=[CH:24][CH:23]=1, predict the reaction product. The product is: [CH:17]1([N:14]2[CH2:15][CH2:16][N:11]([C:9]([CH:1]3[C:3]4([CH2:8][CH2:7][N:6]([C:22]5[CH:27]=[CH:26][C:25]([CH3:28])=[CH:24][CH:23]=5)[CH2:5][CH2:4]4)[CH2:2]3)=[O:10])[CH2:12][CH2:13]2)[CH2:18][CH2:19][CH2:20]1. (5) Given the reactants [C:1]1([C:7](=[N:14][CH:15]([CH2:18][CH2:19][CH2:20][F:21])[C:16]#[N:17])[C:8]2[CH:13]=[CH:12][CH:11]=[CH:10][CH:9]=2)[CH:6]=[CH:5][CH:4]=[CH:3][CH:2]=1.[CH2:22]([Li])CCC.IC, predict the reaction product. The product is: [C:1]1([C:7](=[N:14][C:15]([CH3:22])([CH2:18][CH2:19][CH2:20][F:21])[C:16]#[N:17])[C:8]2[CH:9]=[CH:10][CH:11]=[CH:12][CH:13]=2)[CH:2]=[CH:3][CH:4]=[CH:5][CH:6]=1. (6) Given the reactants Cl.N[C@H:3]([C:11]([OH:13])=[O:12])[CH2:4][C:5]1[CH:10]=[CH:9][CH:8]=[CH:7][CH:6]=1.S(=O)(=O)(O)[OH:15].N([O-])=O.[Na+].O, predict the reaction product. The product is: [OH:15][C@@H:3]([CH2:4][C:5]1[CH:10]=[CH:9][CH:8]=[CH:7][CH:6]=1)[C:11]([OH:13])=[O:12]. (7) The product is: [Br-:23].[O:26]1[CH2:27][CH2:28][O:29][CH:25]1[CH2:24][N+:1]12[CH2:6][CH2:5][C:4]([C:9]([OH:10])([C:17]3[CH:22]=[CH:21][CH:20]=[CH:19][CH:18]=3)[C:11]3[CH:12]=[CH:13][CH:14]=[CH:15][CH:16]=3)([CH2:3][CH2:2]1)[CH2:7][CH2:8]2. Given the reactants [N:1]12[CH2:8][CH2:7][C:4]([C:9]([C:17]3[CH:22]=[CH:21][CH:20]=[CH:19][CH:18]=3)([C:11]3[CH:16]=[CH:15][CH:14]=[CH:13][CH:12]=3)[OH:10])([CH2:5][CH2:6]1)[CH2:3][CH2:2]2.[Br:23][CH2:24][CH:25]1[O:29][CH2:28][CH2:27][O:26]1, predict the reaction product. (8) Given the reactants [CH3:1][NH:2][C:3]([C:5]1[C:6]2[CH2:7][CH2:8][C:9]3([NH:18][C:19]=2[C:20]2[N:25]=[C:24]([CH3:26])[N:23]([CH3:27])[C:21]=2[CH:22]=1)[CH2:17][C:16]1[C:11](=[CH:12][CH:13]=[CH:14][CH:15]=1)[CH2:10]3)=[O:4].[C:28]([OH:34])(=[O:33])[CH2:29][C:30]([OH:32])=[O:31], predict the reaction product. The product is: [C:28]([OH:34])(=[O:33])[CH2:29][C:30]([OH:32])=[O:31].[CH3:1][NH:2][C:3]([C:5]1[C:6]2[CH2:7][CH2:8][C:9]3([NH:18][C:19]=2[C:20]2[N:25]=[C:24]([CH3:26])[N:23]([CH3:27])[C:21]=2[CH:22]=1)[CH2:17][C:16]1[C:11](=[CH:12][CH:13]=[CH:14][CH:15]=1)[CH2:10]3)=[O:4]. (9) Given the reactants [C:1]([C:4]1[CH:13]=[C:12]2[C:7]([CH:8]=[C:9]([NH:37][C:38]([O:40][CH2:41][C:42]3[CH:47]=[CH:46][CH:45]=[CH:44][CH:43]=3)=[O:39])[C:10]([C:14]([NH:16][C:17]3[CH:18]=[N:19][CH:20]=[CH:21][C:22]=3[N:23]3[CH2:28][CH2:27][CH2:26][C@H:25]([NH:29][C:30](=[O:36])[O:31][C:32]([CH3:35])([CH3:34])[CH3:33])[CH2:24]3)=[O:15])=[N:11]2)=[CH:6][CH:5]=1)(=[O:3])[CH3:2].[CH2:48]1COCC1, predict the reaction product. The product is: [CH2:41]([O:40][C:38](=[O:39])[NH:37][C:9]1[C:10]([C:14]([NH:16][C:17]2[CH:18]=[N:19][CH:20]=[CH:21][C:22]=2[N:23]2[CH2:28][CH2:27][CH2:26][C@H:25]([NH:29][C:30]([O:31][C:32]([CH3:35])([CH3:34])[CH3:33])=[O:36])[CH2:24]2)=[O:15])=[N:11][C:12]2[C:7]([CH:8]=1)=[CH:6][CH:5]=[C:4]([C:1]([OH:3])([CH3:48])[CH3:2])[CH:13]=2)[C:42]1[CH:43]=[CH:44][CH:45]=[CH:46][CH:47]=1.